This data is from Reaction yield outcomes from USPTO patents with 853,638 reactions. The task is: Predict the reaction yield, written as a fraction of the theoretical maximum amount of product (1.0 means a 100% yield; for example, 0.34 means a 34% yield). (1) The reactants are [F:1][C:2]1[CH:24]=[C:23]([N+:25]([O-:27])=[O:26])[CH:22]=[CH:21][C:3]=1[O:4][C:5]1[CH:10]=[CH:9][N:8]=[C:7]2[CH:11]=[C:12](C3C=CC(O)=CC=3)[S:13][C:6]=12.[OH:28][C:29]1[CH:30]=[C:31](B(O)O)[CH:32]=[CH:33][CH:34]=1. No catalyst specified. The product is [F:1][C:2]1[CH:24]=[C:23]([N+:25]([O-:27])=[O:26])[CH:22]=[CH:21][C:3]=1[O:4][C:5]1[CH:10]=[CH:9][N:8]=[C:7]2[CH:11]=[C:12]([C:33]3[CH:34]=[C:29]([OH:28])[CH:30]=[CH:31][CH:32]=3)[S:13][C:6]=12. The yield is 0.660. (2) The reactants are Cl[C:2]1[C:7]([C:8]#[N:9])=[CH:6][N:5]=[C:4]([S:10][CH3:11])[N:3]=1.CCN(C(C)C)C(C)C.[CH:21]1([NH2:25])[CH2:24][CH2:23][CH2:22]1.[Cl-].[Na+]. The catalyst is CN(C=O)C. The product is [CH:21]1([NH:25][C:2]2[C:7]([C:8]#[N:9])=[CH:6][N:5]=[C:4]([S:10][CH3:11])[N:3]=2)[CH2:24][CH2:23][CH2:22]1. The yield is 0.710.